Dataset: Reaction yield outcomes from USPTO patents with 853,638 reactions. Task: Predict the reaction yield, written as a fraction of the theoretical maximum amount of product (1.0 means a 100% yield; for example, 0.34 means a 34% yield). The reactants are C(OC([N:8]1[CH2:11][CH:10]([O:12][C:13]2[CH:14]=[C:15]3[C:24](=[CH:25][C:26]=2[CH:27]2[CH2:29][CH2:28]2)[O:23][CH2:22][C:21]2[N:16]3[CH:17]([CH3:31])[C:18](=[O:30])[NH:19][N:20]=2)[CH2:9]1)=O)(C)(C)C.[C:32]([OH:38])([C:34]([F:37])([F:36])[F:35])=[O:33]. The catalyst is C(Cl)Cl. The product is [F:35][C:34]([F:37])([F:36])[C:32]([OH:38])=[O:33].[NH:8]1[CH2:9][CH:10]([O:12][C:13]2[CH:14]=[C:15]3[C:24](=[CH:25][C:26]=2[CH:27]2[CH2:28][CH2:29]2)[O:23][CH2:22][C:21]2[N:16]3[CH:17]([CH3:31])[C:18](=[O:30])[NH:19][N:20]=2)[CH2:11]1. The yield is 0.900.